From a dataset of Full USPTO retrosynthesis dataset with 1.9M reactions from patents (1976-2016). Predict the reactants needed to synthesize the given product. (1) The reactants are: [F:1][C:2]1[C:7]([O:8][CH3:9])=[CH:6][C:5]([O:10][CH3:11])=[C:4]([F:12])[C:3]=1[N:13]1[CH2:22][C:21]2[CH:20]=[N:19][C:18]3[N:23](S(C4C=CC=CC=4)(=O)=O)[C:24]([CH2:26][N:27]4[CH2:32][CH2:31][O:30][CH2:29][CH2:28]4)=[CH:25][C:17]=3[C:16]=2[C:15]([CH3:43])([CH3:42])[C:14]1=[O:44].[F-].C([N+](CCCC)(CCCC)CCCC)CCC. Given the product [F:12][C:4]1[C:5]([O:10][CH3:11])=[CH:6][C:7]([O:8][CH3:9])=[C:2]([F:1])[C:3]=1[N:13]1[CH2:22][C:21]2[CH:20]=[N:19][C:18]3[NH:23][C:24]([CH2:26][N:27]4[CH2:32][CH2:31][O:30][CH2:29][CH2:28]4)=[CH:25][C:17]=3[C:16]=2[C:15]([CH3:42])([CH3:43])[C:14]1=[O:44], predict the reactants needed to synthesize it. (2) Given the product [S:24]1[CH:28]=[CH:27][C:26]2[C:29]([NH:33][C:11]3[N:12]=[C:13]([S:22][CH3:23])[N:14]=[N:15][C:16]=3[C:17]([O:19][CH2:20][CH3:21])=[O:18])=[CH:30][CH:31]=[CH:32][C:25]1=2, predict the reactants needed to synthesize it. The reactants are: C(N(C(C)C)CC)(C)C.Cl[C:11]1[N:12]=[C:13]([S:22][CH3:23])[N:14]=[N:15][C:16]=1[C:17]([O:19][CH2:20][CH3:21])=[O:18].[S:24]1[CH:28]=[CH:27][C:26]2[C:29]([NH2:33])=[CH:30][CH:31]=[CH:32][C:25]1=2.